This data is from Reaction yield outcomes from USPTO patents with 853,638 reactions. The task is: Predict the reaction yield, written as a fraction of the theoretical maximum amount of product (1.0 means a 100% yield; for example, 0.34 means a 34% yield). (1) The reactants are [N:1]([C:4]1[C:9]([Cl:10])=[CH:8][N:7]=[CH:6][C:5]=1/[CH:11]=[N:12]/[C:13]1[C:20]([Cl:21])=[CH:19][C:16]([C:17]#[N:18])=[CH:15][C:14]=1[Cl:22])=[N+]=[N-]. The product is [Cl:22][C:14]1[CH:15]=[C:16]([CH:19]=[C:20]([Cl:21])[C:13]=1[N:12]1[CH:11]=[C:5]2[CH:6]=[N:7][CH:8]=[C:9]([Cl:10])[C:4]2=[N:1]1)[C:17]#[N:18]. The catalyst is C1(C)C=CC=CC=1. The yield is 0.710. (2) The reactants are [Cl:1][C:2]1[S:6][C:5]([C:7]2[N:12]=[C:11](OS(C(F)(F)F)(=O)=O)[C:10]([CH2:21][CH3:22])=[C:9]([CH3:23])[N:8]=2)=[CH:4][CH:3]=1.[OH:24][B:25]1[C:29]2[CH:30]=[C:31]([NH2:34])[CH:32]=[CH:33][C:28]=2[CH2:27][O:26]1.CS(C)=O. The catalyst is O. The product is [Cl:1][C:2]1[S:6][C:5]([C:7]2[N:12]=[C:11]([NH:34][C:31]3[CH:32]=[CH:33][C:28]4[CH2:27][O:26][B:25]([OH:24])[C:29]=4[CH:30]=3)[C:10]([CH2:21][CH3:22])=[C:9]([CH3:23])[N:8]=2)=[CH:4][CH:3]=1. The yield is 0.520. (3) The reactants are [NH2:1][C:2]1[CH:3]=[C:4]([C:17]2[C:18]([C:24]([OH:26])=[O:25])=[CH:19][C:20]([Cl:23])=[CH:21][CH:22]=2)[CH:5]=[CH:6][C:7]=1[N:8]([CH2:13][CH:14]([CH3:16])[CH3:15])[CH2:9][CH:10]([CH3:12])[CH3:11].[Cl:27][C:28]1[CH:33]=[CH:32][C:31]([N:34]=[C:35]=[O:36])=[C:30]([F:37])[CH:29]=1. The catalyst is C1COCC1. The product is [Cl:23][C:20]1[CH:19]=[C:18]([C:24]([OH:26])=[O:25])[C:17]([C:4]2[CH:5]=[CH:6][C:7]([N:8]([CH2:9][CH:10]([CH3:12])[CH3:11])[CH2:13][CH:14]([CH3:15])[CH3:16])=[C:2]([NH:1][C:35]([NH:34][C:31]3[CH:32]=[CH:33][C:28]([Cl:27])=[CH:29][C:30]=3[F:37])=[O:36])[CH:3]=2)=[CH:22][CH:21]=1. The yield is 0.760. (4) The reactants are [N:1]1[CH:6]=[C:5]([NH2:7])[C:4]([NH2:8])=[N:3][CH:2]=1.[C:9](N1C=CN=C1)(N1C=CN=C1)=[O:10]. The catalyst is O1CCOCC1. The product is [N:1]1[CH:6]=[C:5]2[C:4]([NH:8][C:9](=[O:10])[NH:7]2)=[N:3][CH:2]=1. The yield is 0.610. (5) The reactants are [CH3:1][C:2]1[N:3]=[C:4]([N:10]2[C:14](=[O:15])[N:13]([CH2:16][C:17]3[CH:22]=[CH:21][C:20]([C:23]([F:26])([F:25])[F:24])=[CH:19][CH:18]=3)[N:12]=[CH:11]2)[S:5][C:6]=1[C:7]([OH:9])=O.Cl.CN(C)CCCN=C=NCC.C(N(CC)C(C)C)(C)C.ON1C2C=CC=CC=2N=N1.[NH2:58][CH2:59][C:60]1[CH:61]=[N:62][CH:63]=[CH:64][CH:65]=1. The catalyst is CN(C)C=O.C(OCC)(=O)C. The product is [CH3:1][C:2]1[N:3]=[C:4]([N:10]2[C:14](=[O:15])[N:13]([CH2:16][C:17]3[CH:18]=[CH:19][C:20]([C:23]([F:25])([F:26])[F:24])=[CH:21][CH:22]=3)[N:12]=[CH:11]2)[S:5][C:6]=1[C:7]([NH:58][CH2:59][C:60]1[CH:61]=[N:62][CH:63]=[CH:64][CH:65]=1)=[O:9]. The yield is 0.590. (6) The reactants are [CH3:1][O:2][C:3](=[O:13])[CH2:4][C:5]1[CH:10]=[CH:9][C:8]([Cl:11])=[C:7]([Cl:12])[CH:6]=1.[H-].[Na+].Br[CH2:17]COC1CCCCO1. The catalyst is CN(C=O)C. The product is [Cl:12][C:7]1[CH:6]=[C:5]([CH:4]2[CH2:17][CH2:1][O:2][C:3]2=[O:13])[CH:10]=[CH:9][C:8]=1[Cl:11]. The yield is 0.580.